This data is from Forward reaction prediction with 1.9M reactions from USPTO patents (1976-2016). The task is: Predict the product of the given reaction. (1) Given the reactants Cl[C:2]1[C:11]([C:12]([OH:14])=[O:13])=[CH:10][C:9]2[C:4](=[CH:5][CH:6]=[C:7]([Cl:15])[CH:8]=2)[N:3]=1.[CH3:16][N:17]([CH3:32])[CH2:18][CH2:19][O:20][C:21](=[O:31])[CH:22]([NH2:30])[CH2:23][C:24]1[CH:29]=[CH:28][CH:27]=[CH:26][N:25]=1, predict the reaction product. The product is: [Cl:15][C:7]1[CH:8]=[C:9]2[C:4](=[CH:5][CH:6]=1)[N:3]=[C:2]([NH:30][CH:22]([C:21]([O:20][CH2:19][CH2:18][N:17]([CH3:16])[CH3:32])=[O:31])[CH2:23][C:24]1[CH:29]=[CH:28][CH:27]=[CH:26][N:25]=1)[C:11]([C:12]([OH:14])=[O:13])=[CH:10]2. (2) Given the reactants [CH3:1][C:2]1[C:6]([CH:7]=[N:8]O)=[C:5]([CH3:10])[N:4]([C:11]2[CH:16]=[CH:15][C:14]([O:17][CH2:18][C:19]3[C:24]([N:25]4[C:29](=[O:30])[N:28]([CH3:31])[N:27]=[N:26]4)=[CH:23][CH:22]=[CH:21][C:20]=3[CH3:32])=[C:13]([CH3:33])[CH:12]=2)[N:3]=1.CN(C)C=O.ClC1N=C(Cl)N=C(Cl)N=1, predict the reaction product. The product is: [CH3:1][C:2]1[C:6]([C:7]#[N:8])=[C:5]([CH3:10])[N:4]([C:11]2[CH:16]=[CH:15][C:14]([O:17][CH2:18][C:19]3[C:24]([N:25]4[C:29](=[O:30])[N:28]([CH3:31])[N:27]=[N:26]4)=[CH:23][CH:22]=[CH:21][C:20]=3[CH3:32])=[C:13]([CH3:33])[CH:12]=2)[N:3]=1. (3) Given the reactants CCN(C(C)C)C(C)C.[NH2:10][C:11]1([C:17]([NH:19][C@H:20]([C:24]2[CH:29]=[CH:28][C:27]([Cl:30])=[CH:26][CH:25]=2)[CH2:21][CH2:22][OH:23])=[O:18])[CH2:16][CH2:15][NH:14][CH2:13][CH2:12]1.Cl[C:32]1[N:40]=[CH:39][N:38]=[C:37]2[C:33]=1[N:34]=[CH:35][NH:36]2, predict the reaction product. The product is: [NH2:10][C:11]1([C:17]([NH:19][C@H:20]([C:24]2[CH:29]=[CH:28][C:27]([Cl:30])=[CH:26][CH:25]=2)[CH2:21][CH2:22][OH:23])=[O:18])[CH2:16][CH2:15][N:14]([C:32]2[N:40]=[CH:39][N:38]=[C:37]3[C:33]=2[N:34]=[CH:35][NH:36]3)[CH2:13][CH2:12]1. (4) Given the reactants CC(OI1(OC(C)=O)(OC(C)=O)OC(=O)C2C=CC=CC1=2)=O.[Cl:23][C:24]1[CH:41]=[CH:40][C:27]([CH2:28][N:29]([CH2:37][CH2:38][OH:39])[C:30](=[O:36])[O:31][C:32]([CH3:35])([CH3:34])[CH3:33])=[CH:26][CH:25]=1.[O-]S([O-])(=S)=O.[Na+].[Na+], predict the reaction product. The product is: [Cl:23][C:24]1[CH:41]=[CH:40][C:27]([CH2:28][N:29]([CH2:37][CH:38]=[O:39])[C:30](=[O:36])[O:31][C:32]([CH3:35])([CH3:34])[CH3:33])=[CH:26][CH:25]=1. (5) The product is: [CH3:31][C@@H:16]1[CH2:15][C:14]2[C:18](=[CH:19][CH:20]=[C:12]([NH2:11])[CH:13]=2)[NH:17]1. Given the reactants C(OC([NH:11][C:12]1[CH:13]=[C:14]2[C:18](=[CH:19][CH:20]=1)[N:17](C(OCC1C=CC=CC=1)=O)[C@H:16]([CH3:31])[CH2:15]2)=O)C1C=CC=CC=1.[H][H], predict the reaction product. (6) Given the reactants [CH2:1]([OH:5])[CH:2]([OH:4])[CH3:3].[SH:6][CH:7]([CH3:12])[CH2:8][C:9]([OH:11])=O.O.C1(C)C=[CH:18][C:17]([S:20](O)(=O)=O)=[CH:16][CH:15]=1.C(=O)([O-])[OH:26].[Na+], predict the reaction product. The product is: [SH:20][CH:17]([CH3:18])[CH2:16][C:15]([O:5][CH2:1][CH:2]([O:4][C:9](=[O:11])[CH2:8][CH:7]([SH:6])[CH3:12])[CH3:3])=[O:26]. (7) Given the reactants ClC(Cl)(Cl)C(=N)O[CH:5]([C:7]1[C:15]2[N:14]=[CH:13][N:12]([CH2:16][CH3:17])[C:11]=2[CH:10]=[C:9]([C:18]([F:21])([F:20])[F:19])[CH:8]=1)[CH3:6].[F:25][C:26]1[CH:31]=[CH:30][C:29]([C:32]2([CH2:45][OH:46])[CH2:37][CH2:36][N:35]([C:38]([O:40][C:41]([CH3:44])([CH3:43])[CH3:42])=[O:39])[CH2:34][CH2:33]2)=[CH:28][CH:27]=1.ClC(Cl)C.C1CCCCC1, predict the reaction product. The product is: [CH2:16]([N:12]1[C:11]2[CH:10]=[C:9]([C:18]([F:21])([F:19])[F:20])[CH:8]=[C:7]([CH:5]([O:46][CH2:45][C:32]3([C:29]4[CH:28]=[CH:27][C:26]([F:25])=[CH:31][CH:30]=4)[CH2:33][CH2:34][N:35]([C:38]([O:40][C:41]([CH3:42])([CH3:43])[CH3:44])=[O:39])[CH2:36][CH2:37]3)[CH3:6])[C:15]=2[N:14]=[CH:13]1)[CH3:17]. (8) Given the reactants [Cl:1][C:2]1[C:3](/[CH:16]=[C:17](\[CH3:21])/[C:18]([OH:20])=[O:19])=[C:4]([O:14]C)[C:5]2[C:10]([C:11]=1[O:12]C)=[CH:9][CH:8]=[CH:7][CH:6]=2.[N+]([O-])(O)=O.O, predict the reaction product. The product is: [Cl:1][C:2]1[C:11](=[O:12])[C:10]2[C:5](=[CH:6][CH:7]=[CH:8][CH:9]=2)[C:4](=[O:14])[C:3]=1/[CH:16]=[C:17](\[CH3:21])/[C:18]([OH:20])=[O:19]. (9) The product is: [CH2:11]([O:10][C:9]([NH:8][C@@H:3]([C:4]([CH3:7])([CH3:6])[CH3:5])[CH2:2][NH:32][C:33](=[O:39])[O:34][C:35]([CH3:38])([CH3:37])[CH3:36])=[O:18])[C:12]1[CH:17]=[CH:16][CH:15]=[CH:14][CH:13]=1. Given the reactants O[CH2:2][C@@H:3]([NH:8][C:9](=[O:18])[O:10][CH2:11][C:12]1[CH:17]=[CH:16][CH:15]=[CH:14][CH:13]=1)[C:4]([CH3:7])([CH3:6])[CH3:5].C(OC(NC(CC(C)C)C[NH:32][C:33](=[O:39])[O:34][C:35]([CH3:38])([CH3:37])[CH3:36])=O)C1C=CC=CC=1, predict the reaction product. (10) Given the reactants C([O:3][C:4](=[O:36])[C:5]([O:31][CH2:32][CH2:33][CH2:34][CH3:35])([CH3:30])[CH2:6][C:7]1[CH:12]=[CH:11][C:10]([O:13][CH2:14][CH2:15][CH:16]2[CH2:20][N:19]([CH2:21][C:22]3[CH:27]=[CH:26][CH:25]=[CH:24][CH:23]=3)[C:18](=[O:28])[N:17]2[CH3:29])=[CH:9][CH:8]=1)C.[OH-].[Na+], predict the reaction product. The product is: [CH2:21]([N:19]1[CH2:20][CH:16]([CH2:15][CH2:14][O:13][C:10]2[CH:11]=[CH:12][C:7]([CH2:6][C:5]([O:31][CH2:32][CH2:33][CH2:34][CH3:35])([CH3:30])[C:4]([OH:36])=[O:3])=[CH:8][CH:9]=2)[N:17]([CH3:29])[C:18]1=[O:28])[C:22]1[CH:27]=[CH:26][CH:25]=[CH:24][CH:23]=1.